From a dataset of Catalyst prediction with 721,799 reactions and 888 catalyst types from USPTO. Predict which catalyst facilitates the given reaction. Reactant: N1C=CC=NC=1.CS([C:11]1[N:12]=[C:13]([N:26]2[CH2:31][CH2:30][CH:29]([CH2:32][O:33][CH2:34][CH2:35][N:36]3[CH2:40][CH2:39][CH2:38][CH2:37]3)[CH2:28][CH2:27]2)[C:14]2[C:19]([C:20]3[CH:25]=[CH:24][CH:23]=[CH:22][CH:21]=3)=[CH:18][O:17][C:15]=2[N:16]=1)(=O)=O.[BH4-].[Na+]. Product: [C:20]1([C:19]2[C:14]3[C:13]([N:26]4[CH2:31][CH2:30][CH:29]([CH2:32][O:33][CH2:34][CH2:35][N:36]5[CH2:37][CH2:38][CH2:39][CH2:40]5)[CH2:28][CH2:27]4)=[N:12][CH:11]=[N:16][C:15]=3[O:17][CH:18]=2)[CH:21]=[CH:22][CH:23]=[CH:24][CH:25]=1. The catalyst class is: 8.